The task is: Predict the product of the given reaction.. This data is from Forward reaction prediction with 1.9M reactions from USPTO patents (1976-2016). (1) Given the reactants C[O:2][C:3]1[C:7]([CH2:14][CH2:15][C:16]2[CH:21]=[CH:20][CH:19]=[CH:18][CH:17]=2)([C:8]2[CH:13]=[CH:12][CH:11]=[CH:10][CH:9]=2)[O:6][C:5](=[O:22])[CH:4]=1.Cl, predict the reaction product. The product is: [OH:2][C:3]1[C:7]([CH2:14][CH2:15][C:16]2[CH:21]=[CH:20][CH:19]=[CH:18][CH:17]=2)([C:8]2[CH:13]=[CH:12][CH:11]=[CH:10][CH:9]=2)[O:6][C:5](=[O:22])[CH:4]=1. (2) Given the reactants [CH3:1][C:2]1[N:3]([C:7]2[CH:13]=[CH:12][C:10]([NH2:11])=[CH:9][CH:8]=2)[CH:4]=[CH:5][N:6]=1.[N:14]#[C:15][NH2:16].Cl, predict the reaction product. The product is: [CH3:1][C:2]1[N:3]([C:7]2[CH:13]=[CH:12][C:10]([NH:11][C:15]([NH2:16])=[NH:14])=[CH:9][CH:8]=2)[CH:4]=[CH:5][N:6]=1. (3) Given the reactants [F:1][C:2]1([F:34])[O:6][C:5]2[CH:7]=[CH:8][C:9]([CH:11]([C:22]3[C:30]4[C:25](=[C:26]([CH2:31][S:32][CH3:33])[CH:27]=[CH:28][CH:29]=4)[NH:24][CH:23]=3)[CH:12]3C(=O)O[C:15](C)([CH3:19])[O:14][C:13]3=[O:21])=[CH:10][C:4]=2[O:3]1, predict the reaction product. The product is: [F:34][C:2]1([F:1])[O:6][C:5]2[CH:7]=[CH:8][C:9]([CH:11]([C:22]3[C:30]4[C:25](=[C:26]([CH2:31][S:32][CH3:33])[CH:27]=[CH:28][CH:29]=4)[NH:24][CH:23]=3)[CH2:12][C:13]([O:14][CH2:15][CH3:19])=[O:21])=[CH:10][C:4]=2[O:3]1.